This data is from Catalyst prediction with 721,799 reactions and 888 catalyst types from USPTO. The task is: Predict which catalyst facilitates the given reaction. (1) Reactant: [CH3:1][N:2]([CH3:39])[CH2:3]/[CH:4]=[CH:5]/[C:6]1[C:14]2[C:9](=[CH:10][CH:11]=[CH:12][C:13]=2[O:15][C:16]2[CH:17]=[C:18]([N:26]3[CH2:31][CH2:30][N:29]([C:32]([O:34][C:35]([CH3:38])([CH3:37])[CH3:36])=[O:33])[CH2:28][CH2:27]3)[CH:19]=[CH:20][C:21]=2[C:22]([O:24][CH3:25])=[O:23])[NH:8][CH:7]=1. Product: [CH3:39][N:2]([CH3:1])[CH2:3][CH2:4][CH2:5][C:6]1[C:14]2[C:9](=[CH:10][CH:11]=[CH:12][C:13]=2[O:15][C:16]2[CH:17]=[C:18]([N:26]3[CH2:27][CH2:28][N:29]([C:32]([O:34][C:35]([CH3:37])([CH3:36])[CH3:38])=[O:33])[CH2:30][CH2:31]3)[CH:19]=[CH:20][C:21]=2[C:22]([O:24][CH3:25])=[O:23])[NH:8][CH:7]=1. The catalyst class is: 43. (2) Reactant: [Cl:1][C:2]1[C:3]([C:8]2[CH:13]=[CH:12][C:11]([CH3:14])=[CH:10][CH:9]=2)=[N:4][CH:5]=[CH:6][CH:7]=1.[Se](=O)=[O:16]. Product: [Cl:1][C:2]1[C:3]([C:8]2[CH:13]=[CH:12][C:11]([CH:14]=[O:16])=[CH:10][CH:9]=2)=[N:4][CH:5]=[CH:6][CH:7]=1. The catalyst class is: 12. (3) Reactant: Br[CH:2]1[C:7](=O)[CH2:6][C:5]([CH3:10])([CH3:9])[CH2:4][C:3]1=[O:11].[CH2:12]([O:14][C:15](=[O:20])[C@H:16]([CH2:18][SH:19])[NH2:17])[CH3:13].N1C=CC=CC=1. Product: [CH3:9][C:5]1([CH3:10])[CH2:4][C:3](=[O:11])[C:2]2[S:19][CH2:18][C@@H:16]([C:15]([O:14][CH2:12][CH3:13])=[O:20])[NH:17][C:7]=2[CH2:6]1. The catalyst class is: 1. (4) Reactant: [CH2:1]([C:5]1[O:6][C:7]2[CH:22]=[CH:21][C:20]([CH2:23][OH:24])=[CH:19][C:8]=2[C:9]=1[C:10](=[O:18])[C:11]1[CH:16]=[CH:15][C:14]([OH:17])=[CH:13][CH:12]=1)[CH2:2][CH2:3][CH3:4].Cl[CH2:26][CH2:27][CH2:28][N:29]([CH2:34][CH2:35][CH2:36][CH3:37])[CH2:30][CH2:31][CH2:32][CH3:33].[C:38](=[O:41])([O-:40])[O-].[K+].[K+].[OH2:44]. Product: [C:23]([OH:24])(=[O:44])[C:38]([OH:40])=[O:41].[CH2:1]([C:5]1[O:6][C:7]2[CH:22]=[CH:21][C:20]([CH2:23][OH:24])=[CH:19][C:8]=2[C:9]=1[C:10](=[O:18])[C:11]1[CH:12]=[CH:13][C:14]([O:17][CH2:26][CH2:27][CH2:28][N:29]([CH2:34][CH2:35][CH2:36][CH3:37])[CH2:30][CH2:31][CH2:32][CH3:33])=[CH:15][CH:16]=1)[CH2:2][CH2:3][CH3:4]. The catalyst class is: 311.